From a dataset of Reaction yield outcomes from USPTO patents with 853,638 reactions. Predict the reaction yield, written as a fraction of the theoretical maximum amount of product (1.0 means a 100% yield; for example, 0.34 means a 34% yield). The reactants are [CH3:1][CH:2]([CH2:6][CH2:7][CH3:8])[C:3](Cl)=[O:4].[CH2:9]([O:11][C:12]#[CH:13])[CH3:10].C(N(CC)CC)C. The catalyst is CCOCC. The product is [CH2:12]([O:11][C:9]1[C:2]([CH3:1])([CH2:6][CH2:7][CH3:8])[C:3](=[O:4])[CH:10]=1)[CH3:13]. The yield is 0.770.